This data is from CYP1A2 inhibition data for predicting drug metabolism from PubChem BioAssay. The task is: Regression/Classification. Given a drug SMILES string, predict its absorption, distribution, metabolism, or excretion properties. Task type varies by dataset: regression for continuous measurements (e.g., permeability, clearance, half-life) or binary classification for categorical outcomes (e.g., BBB penetration, CYP inhibition). Dataset: cyp1a2_veith. (1) The drug is O=C(Nc1cccc(F)c1)Nc1ccccn1. The result is 1 (inhibitor). (2) The molecule is Cc1ccc(C(=O)NCC(=O)NCC(=O)OCC(=O)c2ccc([N+](=O)[O-])cc2)cc1. The result is 0 (non-inhibitor). (3) The compound is CN(C)S(=O)(=O)c1ccc2c(c1)/C(=C/c1cc3c([nH]1)CCCC3)C(=O)N2. The result is 1 (inhibitor). (4) The compound is COc1ccccc1-n1cc(C(=O)NCC(=O)N2CCN(c3ccccc3)CC2)c2ccccc2c1=O. The result is 0 (non-inhibitor). (5) The drug is Br.COc1ccc(C2=CSC(/N=C/c3ccc(F)cc3)=NN2)cc1. The result is 1 (inhibitor).